From a dataset of Reaction yield outcomes from USPTO patents with 853,638 reactions. Predict the reaction yield, written as a fraction of the theoretical maximum amount of product (1.0 means a 100% yield; for example, 0.34 means a 34% yield). (1) The reactants are [F:1][C:2]([F:7])([F:6])[C:3]([OH:5])=[O:4].[CH2:8]([S:10]([N:13]1[CH2:18][CH2:17][CH:16]([C:19]2[C:27]3[C:22](=[C:23]([C:43]([NH2:45])=[O:44])[CH:24]=[C:25]([C:28]4[CH:33]=[C:32]([CH2:34][NH:35][CH2:36][C@@H]5CCCO5)[CH:31]=[C:30]([F:42])[CH:29]=4)[CH:26]=3)[NH:21][CH:20]=2)[CH2:15][CH2:14]1)(=[O:12])=[O:11])[CH3:9].[O:46]1[CH2:50][CH2:49][CH2:48][C@H:47]1[CH2:51]N. No catalyst specified. The product is [F:1][C:2]([F:7])([F:6])[C:3]([OH:5])=[O:4].[CH2:8]([S:10]([N:13]1[CH2:14][CH2:15][CH:16]([C:19]2[C:27]3[C:22](=[C:23]([C:43]([NH2:45])=[O:44])[CH:24]=[C:25]([C:28]4[CH:33]=[C:32]([CH2:34][NH:35][CH2:36][CH:48]5[CH2:49][CH2:50][O:46][CH2:51][CH2:47]5)[CH:31]=[C:30]([F:42])[CH:29]=4)[CH:26]=3)[NH:21][CH:20]=2)[CH2:17][CH2:18]1)(=[O:11])=[O:12])[CH3:9]. The yield is 0.687. (2) The reactants are [CH3:1][O:2][C:3](=[O:21])[C:4]1[CH:9]=[CH:8][C:7]([O:10][CH3:11])=[CH:6][C:5]=1[C:12]([CH3:20])([CH3:19])[C:13]#[C:14][Si](C)(C)C.[F-].C([N+](CCCC)(CCCC)CCCC)CCC.[Cl-].[NH4+]. The catalyst is C1COCC1. The product is [CH3:1][O:2][C:3](=[O:21])[C:4]1[CH:9]=[CH:8][C:7]([O:10][CH3:11])=[CH:6][C:5]=1[C:12]([CH3:19])([CH3:20])[C:13]#[CH:14]. The yield is 0.750. (3) The reactants are [NH2:1][C:2]1[CH:3]=[C:4]([S:8][C:9]2[CH:10]=[CH:11][C:12]3[N:13]([CH:15]=[C:16]([NH:18][C:19]([CH:21]4[CH2:23][CH2:22]4)=[O:20])[N:17]=3)[N:14]=2)[CH:5]=[CH:6][CH:7]=1.[C:24]([C:26]([C:29]1[CH:30]=[C:31]([CH:35]=[CH:36][CH:37]=1)[C:32](O)=[O:33])([CH3:28])[CH3:27])#[N:25].C(Cl)(=O)C(Cl)=O.O1CCCC1. The catalyst is CN(C)C=O.CN(C)C(=O)C. The product is [C:24]([C:26]([C:29]1[CH:30]=[C:31]([CH:35]=[CH:36][CH:37]=1)[C:32]([NH:1][C:2]1[CH:7]=[CH:6][CH:5]=[C:4]([S:8][C:9]2[CH:10]=[CH:11][C:12]3[N:13]([CH:15]=[C:16]([NH:18][C:19]([CH:21]4[CH2:22][CH2:23]4)=[O:20])[N:17]=3)[N:14]=2)[CH:3]=1)=[O:33])([CH3:28])[CH3:27])#[N:25]. The yield is 0.510. (4) The reactants are [O:1]1CCO[CH:2]1[C:6]1[CH:7]=[C:8]([N:17]2[CH2:22][CH2:21][N:20]([CH:23]([CH3:25])[CH3:24])[CH2:19][CH2:18]2)[CH:9]=[C:10]([O:12][C:13]([F:16])([F:15])[F:14])[CH:11]=1.C(O)=O. The catalyst is O. The product is [CH:23]([N:20]1[CH2:19][CH2:18][N:17]([C:8]2[CH:7]=[C:6]([CH:11]=[C:10]([O:12][C:13]([F:16])([F:15])[F:14])[CH:9]=2)[CH:2]=[O:1])[CH2:22][CH2:21]1)([CH3:25])[CH3:24]. The yield is 0.700. (5) The reactants are [NH2:1][CH2:2][CH2:3][CH:4]1[CH2:9][CH2:8][N:7]([C:10]([O:12][C:13]([CH3:16])([CH3:15])[CH3:14])=[O:11])[CH2:6][CH2:5]1.CCN(CC)CC.[C:24](Cl)(=[O:27])[CH:25]=[CH2:26].O. The catalyst is C(Cl)Cl. The product is [C:24]([NH:1][CH2:2][CH2:3][CH:4]1[CH2:5][CH2:6][N:7]([C:10]([O:12][C:13]([CH3:16])([CH3:15])[CH3:14])=[O:11])[CH2:8][CH2:9]1)(=[O:27])[CH:25]=[CH2:26]. The yield is 0.500.